This data is from Catalyst prediction with 721,799 reactions and 888 catalyst types from USPTO. The task is: Predict which catalyst facilitates the given reaction. Reactant: [CH3:1][O:2][C:3](=[O:13])[C:4]1[CH:9]=[CH:8][C:7]([C:10](=[O:12])[CH3:11])=[CH:6][CH:5]=1.Br.CS(C)=[O:17]. Product: [O:17]=[CH:11][C:10]([C:7]1[CH:8]=[CH:9][C:4]([C:3]([O:2][CH3:1])=[O:13])=[CH:5][CH:6]=1)=[O:12]. The catalyst class is: 6.